Task: Predict the product of the given reaction.. Dataset: Forward reaction prediction with 1.9M reactions from USPTO patents (1976-2016) Given the reactants [CH:1]1([C@H:7]2[CH2:12][C@@H:11]([CH2:13][OH:14])[CH2:10][N:9]([C:15]([O-:17])=[O:16])[CH2:8]2)[CH2:6][CH2:5][CH2:4][CH2:3][CH2:2]1.[CH3:18][S:19](Cl)(=[O:21])=[O:20], predict the reaction product. The product is: [CH:1]1([C@H:7]2[CH2:12][C@@H:11]([CH2:13][O:14][S:19]([CH3:18])(=[O:21])=[O:20])[CH2:10][N:9]([C:15]([O:17][C:1]([CH3:7])([CH3:6])[CH3:2])=[O:16])[CH2:8]2)[CH2:2][CH2:3][CH2:4][CH2:5][CH2:6]1.